This data is from Reaction yield outcomes from USPTO patents with 853,638 reactions. The task is: Predict the reaction yield, written as a fraction of the theoretical maximum amount of product (1.0 means a 100% yield; for example, 0.34 means a 34% yield). (1) The reactants are [NH2:1][C:2]1[CH:7]=[CH:6][CH:5]=[CH:4][CH:3]=1.[CH2:8]=[C:9]([CH2:13][C:14](O)=[O:15])[C:10]([OH:12])=[O:11].[OH-].[Na+]. The catalyst is O. The product is [O:15]=[C:14]1[N:1]([C:2]2[CH:7]=[CH:6][CH:5]=[CH:4][CH:3]=2)[CH2:8][CH:9]([C:10]([OH:12])=[O:11])[CH2:13]1. The yield is 0.970. (2) The reactants are [C:1]1([CH2:7][CH2:8][C:9]([OH:11])=O)[CH:6]=[CH:5][CH:4]=[CH:3][CH:2]=1.[CH3:12][O:13][C:14]1[CH:15]=[C:16]([C:22]2([CH2:27][NH2:28])[CH2:26][CH2:25][CH2:24][CH2:23]2)[CH:17]=[CH:18][C:19]=1[O:20][CH3:21].C(N(CC)CC)C.F[P-](F)(F)(F)(F)F.N1(OC(N(C)C)=[N+](C)C)C2N=CC=CC=2N=N1. The catalyst is C(#N)C. The product is [CH3:12][O:13][C:14]1[CH:15]=[C:16]([C:22]2([CH2:27][NH:28][C:9](=[O:11])[CH2:8][CH2:7][C:1]3[CH:2]=[CH:3][CH:4]=[CH:5][CH:6]=3)[CH2:23][CH2:24][CH2:25][CH2:26]2)[CH:17]=[CH:18][C:19]=1[O:20][CH3:21]. The yield is 0.258. (3) The reactants are [Br:1][CH2:2][CH2:3][CH2:4][N:5]1[C:9](=[O:10])[C:8]2=[CH:11][CH:12]=[CH:13][CH:14]=[C:7]2[C:6]1=[O:15].[C:16]1([P:22]([C:29]2[CH:34]=[CH:33][CH:32]=[CH:31][CH:30]=2)[C:23]2[CH:28]=[CH:27][CH:26]=[CH:25][CH:24]=2)[CH:21]=[CH:20][CH:19]=[CH:18][CH:17]=1. The catalyst is C1(C)C=CC=CC=1. The product is [Br-:1].[O:15]=[C:6]1[C:7]2[C:8](=[CH:11][CH:12]=[CH:13][CH:14]=2)[C:9](=[O:10])[N:5]1[CH2:4][CH2:3][CH2:2][P+:22]([C:23]1[CH:24]=[CH:25][CH:26]=[CH:27][CH:28]=1)([C:29]1[CH:34]=[CH:33][CH:32]=[CH:31][CH:30]=1)[C:16]1[CH:17]=[CH:18][CH:19]=[CH:20][CH:21]=1. The yield is 0.360. (4) The reactants are [F:1][C:2]([F:22])([F:21])[C:3]([N:5]1[CH2:10][CH2:9][CH:8]([C:11]2[CH:16]=[CH:15][C:14]([S:17](Cl)(=[O:19])=[O:18])=[CH:13][CH:12]=2)[CH2:7][CH2:6]1)=[O:4].[NH2:23][C:24]1[CH:29]=[CH:28][N:27]=[CH:26][N:25]=1.C1N2CCN(CC2)C1. The catalyst is C(#N)C. The product is [N:27]1[CH:28]=[CH:29][C:24]([NH:23][S:17]([C:14]2[CH:15]=[CH:16][C:11]([CH:8]3[CH2:9][CH2:10][N:5]([C:3](=[O:4])[C:2]([F:22])([F:21])[F:1])[CH2:6][CH2:7]3)=[CH:12][CH:13]=2)(=[O:19])=[O:18])=[N:25][CH:26]=1. The yield is 0.360. (5) The reactants are [BH4-].[Na+].Cl[CH2:4][C:5]([C:7]1[CH:8]=[N:9][C:10]([N:13]2[C:17]([CH3:18])=[CH:16][CH:15]=[C:14]2[CH3:19])=[CH:11][CH:12]=1)=[O:6].[NH2:20][C@@H:21]([CH3:24])[CH2:22][OH:23].C(Cl)Cl. The catalyst is O1CCCC1.O. The product is [CH3:19][C:14]1[N:13]([C:10]2[N:9]=[CH:8][C:7]([CH:5]([OH:6])[CH2:4][NH:20][C@@H:21]([CH3:24])[CH2:22][OH:23])=[CH:12][CH:11]=2)[C:17]([CH3:18])=[CH:16][CH:15]=1. The yield is 0.650. (6) The reactants are C(N(CC)CC)C.C(O)=O.[O:11]1[C:20]2[C:15](=[CH:16][CH:17]=[CH:18][CH:19]=2)[C:14](=[O:21])[CH2:13][CH2:12]1. The catalyst is [Ru]. The product is [O:11]1[C:20]2[C:15](=[CH:16][CH:17]=[CH:18][CH:19]=2)[C@H:14]([OH:21])[CH2:13][CH2:12]1. The yield is 1.00. (7) The reactants are [CH2:1]([O:3][C:4]([C:6]1[C:7]2[CH2:13][N:12](CC3C=CC=CC=3)[CH2:11][C:8]=2[NH:9][N:10]=1)=[O:5])[CH3:2]. The catalyst is C(O)C.O1CCCC1.[Pd]. The product is [CH2:1]([O:3][C:4]([C:6]1[C:7]2[CH2:13][NH:12][CH2:11][C:8]=2[NH:9][N:10]=1)=[O:5])[CH3:2]. The yield is 0.820.